This data is from Forward reaction prediction with 1.9M reactions from USPTO patents (1976-2016). The task is: Predict the product of the given reaction. (1) Given the reactants Cl[C:2]1[N:10]=[C:9]2[C:5]([N:6]=[C:7]([CH2:12][N:13]3[CH2:18][CH2:17][CH:16]([C:19]([OH:22])([CH3:21])[CH3:20])[CH2:15][CH2:14]3)[N:8]2[CH3:11])=[C:4]([N:23]2[CH2:28][CH2:27][O:26][CH2:25][C@H:24]2[CH3:29])[N:3]=1.[CH2:30]([C:32]1[NH:33][C:34]2[CH:40]=[CH:39][CH:38]=[CH:37][C:35]=2[N:36]=1)[CH3:31].CC(C1C=C(C(C)C)C(C2C=CC=CC=2P(C2CCCCC2)C2CCCCC2)=C(C(C)C)C=1)C.C([O-])([O-])=O.[Cs+].[Cs+], predict the reaction product. The product is: [CH2:30]([C:32]1[N:33]([C:2]2[N:10]=[C:9]3[C:5]([N:6]=[C:7]([CH2:12][N:13]4[CH2:18][CH2:17][CH:16]([C:19]([OH:22])([CH3:21])[CH3:20])[CH2:15][CH2:14]4)[N:8]3[CH3:11])=[C:4]([N:23]3[CH2:28][CH2:27][O:26][CH2:25][C@H:24]3[CH3:29])[N:3]=2)[C:34]2[CH:40]=[CH:39][CH:38]=[CH:37][C:35]=2[N:36]=1)[CH3:31]. (2) Given the reactants Cl[C:2]1[C:3](=[O:19])[N:4]([CH2:15][CH2:16][O:17][CH3:18])[S:5](=[O:14])(=[O:13])[C:6]=1[C:7]1[CH:12]=[CH:11][CH:10]=[CH:9][CH:8]=1.[NH2:20][C:21]1[CH:26]=[CH:25][C:24]([OH:27])=[CH:23][CH:22]=1, predict the reaction product. The product is: [OH:27][C:24]1[CH:25]=[CH:26][C:21]([NH:20][C:2]2[C:3](=[O:19])[N:4]([CH2:15][CH2:16][O:17][CH3:18])[S:5](=[O:14])(=[O:13])[C:6]=2[C:7]2[CH:12]=[CH:11][CH:10]=[CH:9][CH:8]=2)=[CH:22][CH:23]=1. (3) The product is: [CH:19]1([C:24]([NH:9][NH:8][C:6](=[O:7])[C:5]2[CH:10]=[CH:11][CH:12]=[CH:13][C:4]=2[N+:1]([O-:3])=[O:2])=[O:25])[CH2:23][CH2:22][CH2:21][CH2:20]1. Given the reactants [N+:1]([C:4]1[CH:13]=[CH:12][CH:11]=[CH:10][C:5]=1[C:6]([NH:8][NH2:9])=[O:7])([O-:3])=[O:2].C(=O)(O)[O-].[Na+].[CH:19]1([C:24](Cl)=[O:25])[CH2:23][CH2:22][CH2:21][CH2:20]1, predict the reaction product. (4) Given the reactants [Cl:1][C:2]1[CH:3]=[C:4]([CH:8]=[CH:9][C:10]=1[N:11]([CH3:28])[C:12]([C:14]1[S:27][C:17]2[C:18]3[CH:26]=[CH:25][CH:24]=[CH:23][C:19]=3[O:20][CH2:21][CH2:22][C:16]=2[CH:15]=1)=[O:13])[C:5](O)=[O:6].[CH3:29][N:30]1[CH2:35][CH2:34][NH:33][CH2:32][CH2:31]1, predict the reaction product. The product is: [Cl:1][C:2]1[CH:3]=[C:4]([C:5]([N:33]2[CH2:34][CH2:35][N:30]([CH3:29])[CH2:31][CH2:32]2)=[O:6])[CH:8]=[CH:9][C:10]=1[N:11]([CH3:28])[C:12]([C:14]1[S:27][C:17]2[C:18]3[CH:26]=[CH:25][CH:24]=[CH:23][C:19]=3[O:20][CH2:21][CH2:22][C:16]=2[CH:15]=1)=[O:13].